This data is from Drug-target binding data from BindingDB using Ki measurements. The task is: Regression. Given a target protein amino acid sequence and a drug SMILES string, predict the binding affinity score between them. We predict pKi (pKi = -log10(Ki in M); higher means stronger inhibition). Dataset: bindingdb_ki. The small molecule is CC(C)c1nc(CN(C)C(=O)N[C@H](C(=O)N[C@@H](Cc2ccccc2)C[C@H](O)[C@H](Cc2ccccc2)NC(=O)OCc2cncs2)C(C)C)cs1. The target protein sequence is PQVTLWQRPLVTIKIGGQLREALLDTGADDTIFEEISLPGRWKPKIIGGIGGFVKVRQYDQIPIEICGHKVIGTVLVGPTPANVIGRNLMTQIGCTLNF. The pKi is 6.2.